From a dataset of Reaction yield outcomes from USPTO patents with 853,638 reactions. Predict the reaction yield, written as a fraction of the theoretical maximum amount of product (1.0 means a 100% yield; for example, 0.34 means a 34% yield). (1) The reactants are C([NH:5][S:6]([C:9]1[S:10][C:11]([C:14]2[N:15]=[CH:16][N:17]([C:19]3[N:24]=[C:23]([C:25]4[CH:30]=[CH:29][C:28]([Cl:31])=[C:27]([Cl:32])[CH:26]=4)[CH:22]=[C:21]([C:33]([F:36])([F:35])[F:34])[N:20]=3)[CH:18]=2)=[CH:12][CH:13]=1)(=[O:8])=[O:7])(C)(C)C.C(O)(C(F)(F)F)=O. The catalyst is ClCCl. The product is [Cl:32][C:27]1[CH:26]=[C:25]([C:23]2[CH:22]=[C:21]([C:33]([F:35])([F:34])[F:36])[N:20]=[C:19]([N:17]3[CH:18]=[C:14]([C:11]4[S:10][C:9]([S:6]([NH2:5])(=[O:8])=[O:7])=[CH:13][CH:12]=4)[N:15]=[CH:16]3)[N:24]=2)[CH:30]=[CH:29][C:28]=1[Cl:31]. The yield is 0.620. (2) The catalyst is C(OCC)C. The reactants are [CH2:1]([C:7]1([CH2:24][CH2:25][CH2:26][CH2:27][CH2:28][CH3:29])[C:19]2[CH:18]=[C:17]3[CH:20]=[C:21]([CH3:23])[CH2:22][C:16]3=[CH:15][C:14]=2[C:13]2[C:8]1=[CH:9][CH:10]=[CH:11][CH:12]=2)[CH2:2][CH2:3][CH2:4][CH2:5][CH3:6].C([Li])CCC.C(N)(C)(C)C.[C:40]([NH:44][Si:45](C1C2C(=CC3C(CCCCCC)(CCCCCC)C4C(C=3C=2)=CC=CC=4)C=C1C)([CH3:47])[CH3:46])([CH3:43])([CH3:42])[CH3:41]. The yield is 0.889. The product is [C:40]([NH:44][Si:45]([CH:20]1[C:17]2=[CH:18][C:19]3[C:7]([CH2:1][CH2:2][CH2:3][CH2:4][CH2:5][CH3:6])([CH2:24][CH2:25][CH2:26][CH2:27][CH2:28][CH3:29])[C:8]4[C:13]([C:14]=3[CH:15]=[C:16]2[CH:22]=[C:21]1[CH3:23])=[CH:12][CH:11]=[CH:10][CH:9]=4)([CH3:47])[CH3:46])([CH3:43])([CH3:42])[CH3:41]. (3) The reactants are [Cl:1][C:2]1[N:3]=[C:4](Cl)[C:5]2[CH2:10][CH2:9][CH:8]([C:11]3[CH:16]=[CH:15][CH:14]=[CH:13][CH:12]=3)[C:6]=2[N:7]=1.[CH3:18][NH:19][CH3:20]. The catalyst is CO. The product is [Cl:1][C:2]1[N:3]=[C:4]([N:19]([CH3:20])[CH3:18])[C:5]2[CH2:10][CH2:9][CH:8]([C:11]3[CH:16]=[CH:15][CH:14]=[CH:13][CH:12]=3)[C:6]=2[N:7]=1. The yield is 1.00. (4) The reactants are C[O:2][C:3](=[O:17])[CH2:4][C@@H:5]1[CH2:9][CH2:8][CH2:7][N:6]1[C:10]([O:12][C:13]([CH3:16])([CH3:15])[CH3:14])=[O:11].[OH-].[Na+]. The catalyst is CO. The product is [C:13]([O:12][C:10]([N:6]1[CH2:7][CH2:8][CH2:9][C@H:5]1[CH2:4][C:3]([OH:17])=[O:2])=[O:11])([CH3:16])([CH3:14])[CH3:15]. The yield is 0.926. (5) The reactants are Cl[C:2]1[C:11]2[C:6](=[CH:7][CH:8]=[CH:9][CH:10]=2)[N:5]=[C:4]([C:12]2[CH:13]=[N:14][CH:15]=[CH:16][CH:17]=2)[N:3]=1.[C:18]1([CH:24]([C:28]2[CH:33]=[CH:32][CH:31]=[CH:30][CH:29]=2)[CH2:25][CH2:26][NH2:27])[CH:23]=[CH:22][CH:21]=[CH:20][CH:19]=1.C(N(CC)C(C)C)(C)C. The catalyst is CN1CCCC1=O.O. The product is [C:28]1([CH:24]([C:18]2[CH:19]=[CH:20][CH:21]=[CH:22][CH:23]=2)[CH2:25][CH2:26][NH:27][C:2]2[C:11]3[C:6](=[CH:7][CH:8]=[CH:9][CH:10]=3)[N:5]=[C:4]([C:12]3[CH:13]=[N:14][CH:15]=[CH:16][CH:17]=3)[N:3]=2)[CH:29]=[CH:30][CH:31]=[CH:32][CH:33]=1. The yield is 0.290. (6) The reactants are Cl[C:2]1[C:3]2[C:4](=[N:18][N:19]([CH3:21])[CH:20]=2)[N:5]=[C:6]([C:8]([F:17])([F:16])[C:9]2[CH:14]=[CH:13][C:12]([F:15])=[CH:11][CH:10]=2)[N:7]=1.[CH3:22][C:23]1[NH:27][N:26]=[C:25]([NH2:28])[CH:24]=1.Cl.O1CCOCC1.O. The catalyst is CN(C=O)C. The product is [F:16][C:8]([F:17])([C:9]1[CH:14]=[CH:13][C:12]([F:15])=[CH:11][CH:10]=1)[C:6]1[N:7]=[C:2]([NH:28][C:25]2[CH:24]=[C:23]([CH3:22])[NH:27][N:26]=2)[C:3]2[C:4](=[N:18][N:19]([CH3:21])[CH:20]=2)[N:5]=1. The yield is 0.0300. (7) The reactants are [NH2:1][C:2]([CH2:19][O:20][CH2:21][CH2:22][C:23]([O:25][CH3:26])=[O:24])([CH2:11][O:12][CH2:13][CH2:14][C:15]([O:17][CH3:18])=[O:16])[CH2:3][O:4][CH2:5][CH2:6][C:7]([O:9][CH3:10])=[O:8].CN(C1C=CC=CN=1)C.[O:36](C(OC(C)(C)C)=O)[C:37](OC(C)(C)C)=O. The catalyst is C(Cl)Cl. The product is [N:1]([C:2]([CH2:11][O:12][CH2:13][CH2:14][C:15]([O:17][CH3:18])=[O:16])([CH2:3][O:4][CH2:5][CH2:6][C:7]([O:9][CH3:10])=[O:8])[CH2:19][O:20][CH2:21][CH2:22][C:23]([O:25][CH3:26])=[O:24])=[C:37]=[O:36]. The yield is 0.990. (8) The reactants are [NH:1]1[CH2:6][CH2:5][O:4][CH2:3][CH2:2]1.Br[C:8]1[S:12][C:11]([CH3:13])=[N:10][C:9]=1[C:14]1[CH:34]=[CH:33][C:17]([O:18][CH2:19][CH2:20][CH2:21][CH2:22][CH2:23][O:24][C:25]2[CH:32]=[CH:31][C:28]([C:29]#[N:30])=[CH:27][CH:26]=2)=[CH:16][CH:15]=1. The catalyst is C(OCC)(=O)C. The product is [CH3:13][C:11]1[S:12][C:8]([N:1]2[CH2:6][CH2:5][O:4][CH2:3][CH2:2]2)=[C:9]([C:14]2[CH:15]=[CH:16][C:17]([O:18][CH2:19][CH2:20][CH2:21][CH2:22][CH2:23][O:24][C:25]3[CH:26]=[CH:27][C:28]([C:29]#[N:30])=[CH:31][CH:32]=3)=[CH:33][CH:34]=2)[N:10]=1. The yield is 0.150. (9) The reactants are I[C:2]1[CH:10]=[C:9]([C:11]([F:14])([F:13])[F:12])[CH:8]=[CH:7][C:3]=1[C:4]([OH:6])=[O:5].[C:15]1(B(O)O)[CH:20]=[CH:19][CH:18]=[CH:17][CH:16]=1.C(=O)([O-])[O-].[Na+].[Na+]. The catalyst is O.C([O-])(=O)C.[Pd+2].C([O-])(=O)C. The product is [F:12][C:11]([F:14])([F:13])[C:9]1[CH:10]=[C:2]([C:15]2[CH:20]=[CH:19][CH:18]=[CH:17][CH:16]=2)[C:3]([C:4]([OH:6])=[O:5])=[CH:7][CH:8]=1. The yield is 0.890. (10) The product is [C:16]([O:1][C:2]1[CH:9]=[CH:8][CH:7]=[C:4]([CH:5]=[O:6])[CH:3]=1)(=[O:20])[CH2:17][CH2:18][CH3:19]. The catalyst is O.C(Cl)Cl. The yield is 0.750. The reactants are [OH:1][C:2]1[CH:3]=[C:4]([CH:7]=[CH:8][CH:9]=1)[CH:5]=[O:6].N1C=CC=CC=1.[C:16](Cl)(=[O:20])[CH2:17][CH2:18][CH3:19].N#N.